This data is from Reaction yield outcomes from USPTO patents with 853,638 reactions. The task is: Predict the reaction yield, written as a fraction of the theoretical maximum amount of product (1.0 means a 100% yield; for example, 0.34 means a 34% yield). The reactants are Br[C:2]1[CH:7]=[CH:6][C:5]([OH:8])=[C:4]([CH3:9])[CH:3]=1.[B:10]1([B:10]2[O:14][C:13]([CH3:16])([CH3:15])[C:12]([CH3:18])([CH3:17])[O:11]2)[O:14][C:13]([CH3:16])([CH3:15])[C:12]([CH3:18])([CH3:17])[O:11]1.C([O-])(=O)C.[K+].N#N. The catalyst is O1CCOCC1. The product is [CH3:9][C:4]1[CH:3]=[C:2]([B:10]2[O:14][C:13]([CH3:16])([CH3:15])[C:12]([CH3:18])([CH3:17])[O:11]2)[CH:7]=[CH:6][C:5]=1[OH:8]. The yield is 0.700.